This data is from Forward reaction prediction with 1.9M reactions from USPTO patents (1976-2016). The task is: Predict the product of the given reaction. (1) Given the reactants Br[C:2]1[CH:3]=[CH:4][C:5]([C:8]2[CH:13]=[CH:12][C:11]([O:14][CH2:15][CH:16]3[CH2:21][CH2:20][N:19]([C:22]([O:24][C:25]([CH3:28])([CH3:27])[CH3:26])=[O:23])[CH2:18][CH2:17]3)=[CH:10][CH:9]=2)=[N:6][CH:7]=1.[Na+].[CH3:30][S:31]([O-:33])=[O:32].N1CCC[C@H]1C(O)=O.[OH-].[Na+], predict the reaction product. The product is: [CH3:30][S:31]([C:2]1[CH:3]=[CH:4][C:5]([C:8]2[CH:13]=[CH:12][C:11]([O:14][CH2:15][CH:16]3[CH2:21][CH2:20][N:19]([C:22]([O:24][C:25]([CH3:28])([CH3:27])[CH3:26])=[O:23])[CH2:18][CH2:17]3)=[CH:10][CH:9]=2)=[N:6][CH:7]=1)(=[O:33])=[O:32]. (2) Given the reactants [Si:1]([O:8][CH2:9][C@H:10]1[CH2:12][C@:11]1([CH2:19][C:20]#[N:21])[C:13]1[CH:18]=[CH:17][CH:16]=[CH:15][N:14]=1)([C:4]([CH3:7])([CH3:6])[CH3:5])([CH3:3])[CH3:2].CO, predict the reaction product. The product is: [Si:1]([O:8][CH2:9][C@H:10]1[CH2:12][C@:11]1([CH2:19][CH2:20][NH2:21])[C:13]1[CH:18]=[CH:17][CH:16]=[CH:15][N:14]=1)([C:4]([CH3:7])([CH3:6])[CH3:5])([CH3:3])[CH3:2]. (3) Given the reactants Br[C:2]1[CH:7]=[CH:6][N:5]=[C:4]([O:8][CH3:9])[CH:3]=1.[Br-].[CH2:11]([O:13][C:14](=[O:17])[CH2:15][Zn+])[CH3:12], predict the reaction product. The product is: [CH3:9][O:8][C:4]1[CH:3]=[C:2]([CH2:15][C:14]([O:13][CH2:11][CH3:12])=[O:17])[CH:7]=[CH:6][N:5]=1. (4) Given the reactants [CH3:1][O:2][C:3]1[CH:4]=[C:5]2[C:10](=[CH:11][C:12]=1[OH:13])[N:9]=[CH:8][CH:7]=[C:6]2[O:14][C:15]1[CH:20]=[CH:19][C:18]([NH:21][C:22]2[C:31]3[C:26](=[CH:27][CH:28]=[CH:29][CH:30]=3)[C:25]([C:32]3[CH:37]=[CH:36][CH:35]=[CH:34][CH:33]=3)=[N:24][N:23]=2)=[CH:17][CH:16]=1.C(=O)([O-])[O-].[Cs+].[Cs+].Br[CH2:45][CH2:46][O:47][CH3:48], predict the reaction product. The product is: [CH3:1][O:2][C:3]1[CH:4]=[C:5]2[C:10](=[CH:11][C:12]=1[O:13][CH2:45][CH2:46][O:47][CH3:48])[N:9]=[CH:8][CH:7]=[C:6]2[O:14][C:15]1[CH:16]=[CH:17][C:18]([NH:21][C:22]2[C:31]3[C:26](=[CH:27][CH:28]=[CH:29][CH:30]=3)[C:25]([C:32]3[CH:37]=[CH:36][CH:35]=[CH:34][CH:33]=3)=[N:24][N:23]=2)=[CH:19][CH:20]=1. (5) Given the reactants [C:1]([O:5][C:6]([N:8]1[CH:13]2[CH2:14][CH2:15][CH2:16][CH:9]1[CH2:10][NH:11][CH2:12]2)=[O:7])([CH3:4])([CH3:3])[CH3:2].[NH2:17][C:18]1[CH:26]=[CH:25][C:21]([C:22](O)=[O:23])=[CH:20][N:19]=1, predict the reaction product. The product is: [C:1]([O:5][C:6]([N:8]1[CH:9]2[CH2:16][CH2:15][CH2:14][CH:13]1[CH2:12][N:11]([C:22]([C:21]1[CH:20]=[N:19][C:18]([NH2:17])=[CH:26][CH:25]=1)=[O:23])[CH2:10]2)=[O:7])([CH3:4])([CH3:2])[CH3:3]. (6) The product is: [CH:20]([Si:23]([CH:27]([CH3:29])[CH3:28])([CH:24]([CH3:26])[CH3:25])[N:15]1[C:16]2[C:12](=[CH:11][CH:10]=[C:9]([OH:8])[CH:17]=2)[CH:13]=[CH:14]1)([CH3:22])[CH3:21]. Given the reactants C([O:8][C:9]1[CH:17]=[C:16]2[C:12]([CH:13]=[CH:14][NH:15]2)=[CH:11][CH:10]=1)C1C=CC=CC=1.[H-].[Na+].[CH:20]([Si:23](Cl)([CH:27]([CH3:29])[CH3:28])[CH:24]([CH3:26])[CH3:25])([CH3:22])[CH3:21], predict the reaction product. (7) The product is: [CH:1]([NH:4][C:5]([C:7]1[CH:8]=[C:9]([CH:13]2[C:22]([CH3:23])([CH3:24])[CH2:21][C:20]3[C:15](=[CH:16][CH:17]=[C:18]([C:25]([OH:27])=[O:26])[CH:19]=3)[NH:14]2)[CH:10]=[CH:11][CH:12]=1)=[O:6])([CH3:3])[CH3:2]. Given the reactants [CH:1]([NH:4][C:5]([C:7]1[CH:8]=[C:9]([CH:13]2[C:22]([CH3:24])([CH3:23])[CH2:21][C:20]3[C:15](=[CH:16][CH:17]=[C:18]([C:25]([O:27]C)=[O:26])[CH:19]=3)[NH:14]2)[CH:10]=[CH:11][CH:12]=1)=[O:6])([CH3:3])[CH3:2].[OH-].[Na+].C(OCC)(=O)C.Cl, predict the reaction product.